Task: Token-level Classification. Given an antigen amino acid sequence, predict which amino acid positions are active epitope sites capable of antibody binding. Output is a list of indices for active positions.. Dataset: B-cell epitopes from IEDB database with 3,159 antigens for binding position prediction (1) Given the antigen sequence: VMLLGHRDSYTPDVKMQVTIAYNHFGEGLVQRMPRCRHGYFHVVNNDYTHWEMYAIGGSANTTINSQGNRFLAPANPSAKEVTKRIDEDVDEWKQWNWKSEGDMMLNGAYFVSSGAGAASAYAKASSLGARPSTLVGSLTQKAGVLSCRSGVRC, which amino acid positions are active epitope sites? The epitope positions are: [32, 33, 34, 35, 36, 37, 38, 39]. The amino acids at these positions are: MPRCRHGY. (2) Given the antigen sequence: MSDRPTARRWGKCGPLCTRENIMVAFKGVWTQAFWKAVTAEFLAMLIFVLLSLGSTINWGGTEKPLPVDMVLISLCFGLSIATMVQCFGHISGGHINPAVTVAMVCTRKISIAKSVFYIAAQCLGAIIGAGILYLVTPPSVVGGLGVTMVHGNLTAGHGLLVELIITFQLVFTIFASCDSKRTDVTGSIALAIGFSVAIGHLFAINYTGASMNPARSFGPAVIMGNWENHWIYWVGPIIGAVLAGGLYEYVFCPDVEFKRRFKEAFSKAAQQTKGSYMEVEDNRSQVETDDLILKPGVVHVIDVDRGEEKKGKDQSGEVLSSV, which amino acid positions are active epitope sites? The epitope positions are: [22, 23, 24, 25, 26, 27, 28, 29, 30, 31, 32, 33, 34, 35]. The amino acids at these positions are: MVAFKGVWTQAFWK. (3) The epitope positions are: [284, 285, 286, 287, 288, 289, 290, 291, 292, 293, 294, 295, 296, 297, 298]. The amino acids at these positions are: SSLAKHGEYAPFARL. Given the antigen sequence: MDRGTRRIWVSQNQGDTDLDYHKILTAGLTVQQGIVRQKIISVYLVDNLEAMCQLVIQAFEAGIDFQENADSFLLMLCLHHAYQGDYKLFLESNAVQYLEGHGFKFELRKKDGVNRLEELLPAATSGKNIRRTLAALPEEETTEANAGQFLSFASLFLPKLVVGEKACLEKVQRQIQVHAEQGLIQYPTAWQSVGHMMVIFRLMRTNFLIKYLLIHQGMHMVAGHDANDAVIANSVAQARFSGLLIVKTVLDHILQKTDQGVRLHPLARTAKVRNEVNAFKAALSSLAKHGEYAPFARLLNLSGVNNLEHGLYPQLSAIALGVATAHGSTLAGVNVGEQYQQLREAATEAEKQLQQYAESRELDSLGLDDQERRILMNFHQKKNEISFQQTNAMVTLRKERLAKLTEAITLASRPNLGSRQDDDNEIPFPGPISNNPDQDHLEDDPRDSRDTIIPNSAIDPEDGDFENYNGYHDDEVGTAGDLVLFDLDDHEDDNKAFEL..., which amino acid positions are active epitope sites? (4) Given the antigen sequence: MVMMGSMQQRRGGLRSNARQLLAVCMSGVVFFSSGQAVADNLLEGLLHRTLQQQVEVTSRLTVAGSDAKCDFFTPATQDSPPVSGSLTLSKGRMTATFECSATQALSISTIPTNIEQNVCDPKKTTNGTVCQFGANGSAGTEVTLKDLLETDRIVNWKVNEQREESNKSQKWSLELHNEDLPLTDKAFVVGCQATSAARGTESGKTAACKLTVNVEARASSLAENNVVTCAYGKGSNPNPVEVEMSTEKNTLTINCGSDGSLQPTTYAEEYCVADSKDVNRCSTTRFVEIFPKFLKSWWVTETQKRTSATLTIPQTDLPEADQQFLVGCVPKKTAPEDPKKDKESGTETGAPTSCTVLVTVKAASSASHASPTVQILAAASSAAA, which amino acid positions are active epitope sites? The epitope positions are: [157, 158, 159, 160, 161, 162, 163, 164, 165, 166, 167, 168, 169, 170]. The amino acids at these positions are: KVNEQREESNKSQK. (5) Given the antigen sequence: MDSKTTIAEKIEEYLKEKSNESNIEQSLKADPSEVQYYGSGGDGYYLKNNICKITVNHSDSGTNDPCDRIPPPYDDNDQWKCAIILSKVSEKPENVFVPPRRQRMCINNLEKLKFDKIRDKHAFLADVLLTARNEGERIVQNHPDTNSSNVCVALERSFADIADIIRGTDLWKGTNSNLEQNLKQMFAKILEKDKVLQDKYPKDQNYTKLREAWWNANRQKVWEVITCSARSNDLLIKRRWTTSGKSNGDNKLELCRKCGHYEKEVPTKLDYVPQFLRWMDEWVEGFCRKRQSIFDRLEYYCEKCNQGKDNCVNSTTENSACKVQCGKYCTFIKNKNKEWEQQKEKYDYLYKSANESSDSSLYINSSVDDNVTDFLKQLKGNEYSSANSYIKNNPYSSEDGKLLIFDNTNAFIESPTYYNNVCCCSTPEKSAKTDGSSSSSSFGTSFSYENSVTSNKGKECKQIKFSGNKNNMNINICSPPDEKLLVKLEDLLKGFCDTC..., which amino acid positions are active epitope sites? The epitope positions are: [1665, 1666, 1667, 1668, 1669, 1670, 1671, 1672, 1673, 1674, 1675, 1676, 1677, 1678, 1679, 1680]. The amino acids at these positions are: VAEREAYYLWKQYNPT. (6) Given the antigen sequence: MDLAAAAEPGAGSQHLEVRDEVAEKCQKLFLDFLEEFQSSDGEIKYLQLAEELIRPERNTLVVSFVDLEQFNQQLSTTIQEEFYRVYPYLCRALKTFVKDRKEIPLAKDFYVAFQDLPTRHKIRELTSSRIGLLTRISGQVVRTHPVHPELVSGTFLCLDCQTVIRDVEQQFKYTQPNICRNPVCANRRRFLLDTNKSRFVDFQKVRIQETQAELPRGSIPRSLEVILRAEAVESAQAGDKCDFTGTLIVVPDVSKLSTPGARAETNSRVSGVDGYETEGIRGLRALGVRDLSYRLVFLACCVAPTNPRFGGKELRDEEQTAESIKNQMTVKEWEKVFEMSQDKNLYHNLCTSLFPTIHGNDEVKRGVLLMLFGGVPKTTGEGTSLRGDINVCIVGDPSTAKSQFLKHVEEFSPRAVYTSGKASSAAGLTAAVVRDEESHEFVIEAGALMLADNGVCCIDEFDKMDVRDQVAIHEAMEQQTISITKAGVKATLNARTSIL..., which amino acid positions are active epitope sites? The epitope positions are: [759, 760, 761, 762, 763, 764, 765, 766, 767, 768, 769, 770]. The amino acids at these positions are: IDSEEELINKKR. (7) Given the antigen sequence: MDKSSIGDKIEAYLEKKSNESNIEQSLKADPSEVEYYRSGGDGDYLKNNICKITVNHSDSGKYDPCDRIPPPYGDNDQWKCQQNSSDGSEKPENICVPPRRERLCTYNLEKLNVEKIRDKHAFLADVLLTARNEGERIVQNHPDTNSSNVCVALERSFADLADIIRGTDLWKGTNKFEPYLKQMFAKILEKDSTLKNNYSKKDPKYTKLREDWWTKNRQKVWEVITCSARSNDLLIKRRWTTSGKSNGENKLELCRKCGHYEGKVPTKLDYVPQFLRWLTEWIADLYREKQNLIDDMERHREECTREDHKSKEGASYCNMCKEKHTKYCECVKKWKTEWENQKNKYNDLYQQENETSSSSKKKSRYDDYVKDFFENFKGDNYKSLDDYIKDDPYSKEYTTKLSFILNSSDANTSSGETANHNDEACNCNESEISSVGQAQTSGPSSNKTCITHSFIKANKKKVCKDVKLGVRENDKVLRVCVIEDTSLSGVDNCCCQDLL..., which amino acid positions are active epitope sites? The epitope positions are: [1705, 1706, 1707, 1708, 1709, 1710, 1711, 1712, 1713, 1714, 1715, 1716, 1717, 1718, 1719, 1720]. The amino acids at these positions are: DSKLNEIFGSSNTNDI.